Dataset: Full USPTO retrosynthesis dataset with 1.9M reactions from patents (1976-2016). Task: Predict the reactants needed to synthesize the given product. (1) Given the product [CH3:25][C:19]1[C:20]([CH3:24])=[CH:21][CH:22]=[CH:23][C:18]=1[C:16]1[N:15]=[C:14]([NH2:26])[N:13]=[C:12]([NH:10][CH2:9][CH2:8][CH2:7][CH2:6][N:1]2[CH2:5][CH2:4][CH2:3][CH2:2]2)[CH:17]=1, predict the reactants needed to synthesize it. The reactants are: [N:1]1([CH2:6][CH2:7][CH2:8][CH2:9][NH2:10])[CH2:5][CH2:4][CH2:3][CH2:2]1.Cl[C:12]1[CH:17]=[C:16]([C:18]2[CH:23]=[CH:22][CH:21]=[C:20]([CH3:24])[C:19]=2[CH3:25])[N:15]=[C:14]([NH2:26])[N:13]=1. (2) Given the product [Cl:14][C:15]1[C:20]([C:21]([F:22])([F:23])[F:24])=[C:19]([O:10][CH2:9][C:8]([C:5]2[CH:4]=[CH:3][C:2]([F:1])=[CH:7][CH:6]=2)([O:12][CH3:13])[CH3:11])[CH:18]=[CH:17][N:16]=1, predict the reactants needed to synthesize it. The reactants are: [F:1][C:2]1[CH:7]=[CH:6][C:5]([C:8]([O:12][CH3:13])([CH3:11])[CH2:9][OH:10])=[CH:4][CH:3]=1.[Cl:14][C:15]1[C:20]([C:21]([F:24])([F:23])[F:22])=[C:19](Cl)[CH:18]=[CH:17][N:16]=1.